Dataset: Full USPTO retrosynthesis dataset with 1.9M reactions from patents (1976-2016). Task: Predict the reactants needed to synthesize the given product. (1) The reactants are: [OH-:1].[Na+].[CH2:3]([C:5]1[CH:17]=[C:8]2[C:9]([CH:15]=[O:16])=[CH:10][CH:11]=[C:12]([O:13][CH3:14])[N:7]2[N:6]=1)[CH3:4]. Given the product [CH2:3]([C:5]1[CH:17]=[C:8]2[C:9]([C:15]([OH:1])=[O:16])=[CH:10][CH:11]=[C:12]([O:13][CH3:14])[N:7]2[N:6]=1)[CH3:4], predict the reactants needed to synthesize it. (2) Given the product [CH:17]1([NH:16][C:6]2[CH:5]=[C:4]([CH:9]=[C:8]([N:10]([S:12]([CH3:15])(=[O:13])=[O:14])[CH3:11])[N:7]=2)[C:3]([OH:20])=[O:2])[CH2:19][CH2:18]1, predict the reactants needed to synthesize it. The reactants are: C[O:2][C:3](=[O:20])[C:4]1[CH:9]=[C:8]([N:10]([S:12]([CH3:15])(=[O:14])=[O:13])[CH3:11])[N:7]=[C:6]([NH:16][CH:17]2[CH2:19][CH2:18]2)[CH:5]=1.[OH-].[Na+].Cl. (3) Given the product [Br:1][C:2]1[CH:3]=[CH:4][C:5]([CH3:17])=[C:6]([CH:7]=1)[NH:8][CH3:9], predict the reactants needed to synthesize it. The reactants are: [Br:1][C:2]1[CH:3]=[CH:4][C:5]([CH3:17])=[C:6]([N:8](C)[C:9](=O)OC(C)(C)C)[CH:7]=1.FC(F)(F)C(O)=O. (4) Given the product [CH:1]1[C:11]2[CH2:10][CH2:9][C:8]3[CH:12]=[CH:13][CH:14]=[CH:15][C:7]=3[N:6]([CH:16]3[CH2:20][CH2:19][CH:18]([NH2:25])[CH2:17]3)[C:5]=2[CH:4]=[CH:3][CH:2]=1, predict the reactants needed to synthesize it. The reactants are: [CH:1]1[C:11]2[CH2:10][CH2:9][C:8]3[CH:12]=[CH:13][CH:14]=[CH:15][C:7]=3[N:6]([CH:16]3[CH2:20][CH2:19][C:18](=O)[CH2:17]3)[C:5]=2[CH:4]=[CH:3][CH:2]=1.C([O-])=O.[NH4+:25]. (5) Given the product [F:1][C:2]1[CH:7]=[CH:6][C:5]([O:9][C:10]2[N:15]=[C:14]([C:16]3[CH:17]=[N:18][N:19]([CH3:21])[CH:20]=3)[CH:13]=[CH:12][N:11]=2)=[CH:4][C:3]=1[NH:22][C:23](=[O:28])[O:24][C:25]([CH3:27])=[CH2:26], predict the reactants needed to synthesize it. The reactants are: [F:1][C:2]1[CH:7]=[C:6](C)[C:5]([O:9][C:10]2[N:15]=[C:14]([C:16]3[CH:17]=[N:18][N:19]([CH3:21])[CH:20]=3)[CH:13]=[CH:12][N:11]=2)=[CH:4][C:3]=1[NH2:22].[C:23](Cl)(=[O:28])[O:24][C:25]([CH3:27])=[CH2:26]. (6) Given the product [F:31][C:28]1[CH:29]=[N:30][C:23]2[N:22]([C:32]3[CH:33]=[C:34]([C:38]4[CH:43]=[CH:42][C:41]([OH:44])=[CH:40][C:39]=4[CH2:45][N:6]([C@@H:4]([CH3:5])[CH2:3][O:2][CH3:1])[CH3:49])[CH:35]=[CH:36][CH:37]=3)[C:21](=[O:47])[N:20]([C@H:17]3[CH2:16][CH2:15][C@@H:14]([NH:13][CH2:75][C:73]4[N:74]=[C:69]5[CH:68]=[CH:67][C:66]([F:65])=[CH:71][N:70]5[CH:72]=4)[CH2:19][CH2:18]3)[C:25](=[O:26])[C:24]=2[CH:27]=1, predict the reactants needed to synthesize it. The reactants are: [CH3:1][O:2][CH2:3][C@@H:4]([NH2:6])[CH3:5].C(OC(=O)[NH:13][C@H:14]1[CH2:19][CH2:18][C@@H:17]([N:20]2[C:25](=[O:26])[C:24]3[CH:27]=[C:28]([F:31])[CH:29]=[N:30][C:23]=3[N:22]([C:32]3[CH:33]=[C:34]([C:38]4[CH:43]=[CH:42][C:41]([OH:44])=[CH:40][C:39]=4[CH:45]=O)[CH:35]=[CH:36][CH:37]=3)[C:21]2=[O:47])[CH2:16][CH2:15]1)(C)(C)C.[C:49](O[BH-](OC(=O)C)OC(=O)C)(=O)C.[Na+].C=O.[F:65][C:66]1[CH:67]=[CH:68][C:69]2[N:70]([CH:72]=[C:73]([CH:75]=O)[N:74]=2)[CH:71]=1.